Dataset: Catalyst prediction with 721,799 reactions and 888 catalyst types from USPTO. Task: Predict which catalyst facilitates the given reaction. (1) Reactant: [CH3:1][N:2]([C:4](=[O:36])[C:5]([NH:7][C:8]12[CH2:16][CH2:15][CH:12]([CH2:13][CH2:14]1)[CH2:11][N:10]1[C:17](=[O:35])[C:18]([O:26]C(C3C=CC=CC=3)=O)=[C:19]([C:21]([O:23]CC)=O)[N:20]=[C:9]21)=[O:6])[CH3:3].N(C)C.[C:40]1([CH2:46][NH2:47])[CH:45]=[CH:44][CH:43]=[CH:42][CH:41]=1.C(N(CC)CC)C. Product: [CH2:46]([NH:47][C:21]([C:19]1[N:20]=[C:9]2[C:8]3([NH:7][C:5](=[O:6])[C:4]([N:2]([CH3:3])[CH3:1])=[O:36])[CH2:16][CH2:15][CH:12]([CH2:13][CH2:14]3)[CH2:11][N:10]2[C:17](=[O:35])[C:18]=1[OH:26])=[O:23])[C:40]1[CH:45]=[CH:44][CH:43]=[CH:42][CH:41]=1. The catalyst class is: 8. (2) Reactant: [F:1][C:2]1[CH:19]=[CH:18][C:5]([CH2:6][N:7]([CH:16]=[O:17])[NH:8]C(OC(C)(C)C)=O)=[CH:4][CH:3]=1.C(O)(C(F)(F)F)=O.C([O-])(O)=O.[Na+]. Product: [F:1][C:2]1[CH:19]=[CH:18][C:5]([CH2:6][N:7]([CH:16]=[O:17])[NH2:8])=[CH:4][CH:3]=1. The catalyst class is: 2.